Dataset: Full USPTO retrosynthesis dataset with 1.9M reactions from patents (1976-2016). Task: Predict the reactants needed to synthesize the given product. (1) Given the product [C:44]([N:27]1[CH2:28][CH2:29][N:24]([C:23]2[N:15]([CH2:14][CH:11]3[CH2:13][CH2:12]3)[C:16]3[C:21]([N:22]=2)=[C:20]([N:31]2[CH2:36][CH2:35][O:34][CH2:33][CH2:32]2)[N:19]=[C:18]([C:37]2[CH:42]=[N:41][C:40]([NH2:43])=[N:39][CH:38]=2)[N:17]=3)[CH2:25][C@@H:26]1[CH3:30])(=[O:46])[CH3:45], predict the reactants needed to synthesize it. The reactants are: C(N(CC)CC)C.C(Cl)Cl.[CH:11]1([CH2:14][N:15]2[C:23]([N:24]3[CH2:29][CH2:28][NH:27][C@@H:26]([CH3:30])[CH2:25]3)=[N:22][C:21]3[C:16]2=[N:17][C:18]([C:37]2[CH:38]=[N:39][C:40]([NH2:43])=[N:41][CH:42]=2)=[N:19][C:20]=3[N:31]2[CH2:36][CH2:35][O:34][CH2:33][CH2:32]2)[CH2:13][CH2:12]1.[C:44](OC(=O)C)(=[O:46])[CH3:45]. (2) Given the product [Cl:1][C:2]1[CH:9]=[CH:8][C:5]([CH:6]([C:33]2[C:32]3[C:36](=[C:37]([CH2:38][S:39][CH3:40])[C:29]([F:28])=[CH:30][CH:31]=3)[NH:35][CH:34]=2)[CH:15]2[C:16](=[O:17])[O:18][C:11]([CH3:19])([CH3:10])[O:12][C:13]2=[O:14])=[CH:4][CH:3]=1, predict the reactants needed to synthesize it. The reactants are: [Cl:1][C:2]1[CH:9]=[CH:8][C:5]([CH:6]=O)=[CH:4][CH:3]=1.[CH3:10][C:11]1([CH3:19])[O:18][C:16](=[O:17])[CH2:15][C:13](=[O:14])[O:12]1.N1CCCC1C(O)=O.[F:28][C:29]1[C:37]([CH2:38][S:39][CH3:40])=[C:36]2[C:32]([CH:33]=[CH:34][NH:35]2)=[CH:31][CH:30]=1. (3) Given the product [C:62]([C:61]1[CH:64]=[C:65]([CH:66]=[CH:67][C:60]=1[F:59])[CH2:68][O:57][C:55]1[CH:56]=[C:51]([C@@H:45]([NH:44][C:43]([C@@H:39]2[CH2:40][CH2:41][CH2:42][N:37]([C:35](=[O:36])[CH2:34][CH2:33][CH:30]3[CH2:29][CH2:28][N:27]([C:25]([O:24][C:20]([CH3:23])([CH3:21])[CH3:22])=[O:26])[CH2:32][CH2:31]3)[CH2:38]2)=[O:58])[CH2:46][C:47]([O:49][CH3:50])=[O:48])[CH:52]=[N:53][CH:54]=1)#[N:63], predict the reactants needed to synthesize it. The reactants are: C1(P(C2C=CC=CC=2)C2C=CC=CC=2)C=CC=CC=1.[C:20]([O:24][C:25]([N:27]1[CH2:32][CH2:31][CH:30]([CH2:33][CH2:34][C:35]([N:37]2[CH2:42][CH2:41][CH2:40][C@@H:39]([C:43](=[O:58])[NH:44][C@H:45]([C:51]3[CH:52]=[N:53][CH:54]=[C:55]([OH:57])[CH:56]=3)[CH2:46][C:47]([O:49][CH3:50])=[O:48])[CH2:38]2)=[O:36])[CH2:29][CH2:28]1)=[O:26])([CH3:23])([CH3:22])[CH3:21].[F:59][C:60]1[CH:67]=[CH:66][C:65]([CH2:68]O)=[CH:64][C:61]=1[C:62]#[N:63].N(C(OC(C)C)=O)=NC(OC(C)C)=O.